This data is from Reaction yield outcomes from USPTO patents with 853,638 reactions. The task is: Predict the reaction yield, written as a fraction of the theoretical maximum amount of product (1.0 means a 100% yield; for example, 0.34 means a 34% yield). (1) The reactants are C[Si](C)(C)[N:3]1[CH:6]([C:7]2[CH:12]=[CH:11][CH:10]=[CH:9][CH:8]=2)[CH:5]([O:13][Si:14]([CH3:17])([CH3:16])[CH3:15])[C:4]1=[O:18].C(N(CC)CC)C.CO. No catalyst specified. The product is [CH3:15][Si:14]([CH3:17])([CH3:16])[O:13][C@H:5]1[C@@H:6]([C:7]2[CH:12]=[CH:11][CH:10]=[CH:9][CH:8]=2)[NH:3][C:4]1=[O:18]. The yield is 0.870. (2) The reactants are [C@@H:1]1([N:10]2[CH:17]=[CH:16][C:14](=[O:15])[NH:13][C:11]2=[O:12])[O:9][C@H:6]([CH2:7][OH:8])[C@@H:4]([OH:5])[C@H:2]1[OH:3].OS(O)(=O)=O.CCN(CC)CC.[CH3:30][C:31]([CH3:33])=O. No catalyst specified. The product is [CH3:30][C:31]1([CH3:33])[O:3][C@@H:2]2[C@@H:4]([C@@H:6]([CH2:7][OH:8])[O:9][C@H:1]2[N:10]2[C:11](=[O:12])[NH:13][C:14](=[O:15])[CH:16]=[CH:17]2)[O:5]1. The yield is 1.00. (3) The reactants are C([NH:8][CH:9]1[CH2:14][CH2:13][C:12]([OH:18])([C:15]([OH:17])=[O:16])[CH2:11][CH2:10]1)C1C=CC=CC=1. The catalyst is [Pd].CCO. The product is [NH2:8][CH:9]1[CH2:14][CH2:13][C:12]([OH:18])([C:15]([OH:17])=[O:16])[CH2:11][CH2:10]1. The yield is 1.00. (4) The reactants are [C:1]([O:5][C:6]([N:8]([CH3:18])[CH2:9][C:10]([N:12]([CH2:14][C:15]([OH:17])=O)[CH3:13])=[O:11])=[O:7])([CH3:4])([CH3:3])[CH3:2].CN(C(F)=[N+](C)C)C.F[P-](F)(F)(F)(F)F.CCN(C(C)C)C(C)C.[N+:43]([C:46]1[CH:54]=[C:53]2[C:49]([CH:50]=[CH:51][NH:52]2)=[CH:48][CH:47]=1)([O-:45])=[O:44]. The catalyst is C1COCC1. The product is [C:1]([O:5][C:6](=[O:7])[N:8]([CH3:18])[CH2:9][C:10](=[O:11])[N:12]([CH3:13])[CH2:14][C:15]([N:52]1[C:53]2[C:49](=[CH:48][CH:47]=[C:46]([N+:43]([O-:45])=[O:44])[CH:54]=2)[CH:50]=[CH:51]1)=[O:17])([CH3:2])([CH3:3])[CH3:4]. The yield is 0.300. (5) The reactants are [OH-].[Na+].C[O:4][C:5](=[O:45])[CH2:6][C:7]1[CH:12]=[CH:11][C:10]([C:13]2[CH:18]=[CH:17][C:16]([C:19]([CH2:41][CH3:42])([C:22]3[CH:27]=[CH:26][C:25]([CH2:28][CH2:29][C:30]([OH:39])([C:35]([F:38])([F:37])[F:36])[C:31]([F:34])([F:33])[F:32])=[C:24]([CH3:40])[CH:23]=3)[CH2:20][CH3:21])=[CH:15][C:14]=2[CH3:43])=[CH:9][C:8]=1[F:44].[Cl-].[NH4+]. The catalyst is CO. The product is [CH2:20]([C:19]([C:16]1[CH:17]=[CH:18][C:13]([C:10]2[CH:11]=[CH:12][C:7]([CH2:6][C:5]([OH:45])=[O:4])=[C:8]([F:44])[CH:9]=2)=[C:14]([CH3:43])[CH:15]=1)([C:22]1[CH:27]=[CH:26][C:25]([CH2:28][CH2:29][C:30]([OH:39])([C:35]([F:36])([F:37])[F:38])[C:31]([F:33])([F:34])[F:32])=[C:24]([CH3:40])[CH:23]=1)[CH2:41][CH3:42])[CH3:21]. The yield is 0.990. (6) The reactants are Br[C:2]1[CH:10]=[C:9]2[C:5]([CH2:6][N:7]3[C:13]([C:14]4[C:15]([C:20]5[CH:25]=[CH:24][CH:23]=[CH:22][CH:21]=5)=[N:16][O:17][C:18]=4[CH3:19])=[N:12][N:11]=[C:8]32)=[CH:4][CH:3]=1.[CH3:26]B(O)O.[O-]P([O-])([O-])=O.[K+].[K+].[K+]. The catalyst is O1CCOCC1. The product is [CH3:26][C:2]1[CH:10]=[C:9]2[C:5]([CH2:6][N:7]3[C:13]([C:14]4[C:15]([C:20]5[CH:25]=[CH:24][CH:23]=[CH:22][CH:21]=5)=[N:16][O:17][C:18]=4[CH3:19])=[N:12][N:11]=[C:8]32)=[CH:4][CH:3]=1. The yield is 0.570.